Dataset: Full USPTO retrosynthesis dataset with 1.9M reactions from patents (1976-2016). Task: Predict the reactants needed to synthesize the given product. (1) Given the product [Cl:27][C:23]1[CH:24]=[C:25]2[C:20](=[CH:21][CH:22]=1)[NH:19][C:18](=[O:28])[C:17]([C@@H:15]([NH:14][C:2]1[N:7]=[C:6]([CH:8]3[CH2:10][CH2:9]3)[C:5]([C:11]#[N:12])=[CH:4][N:3]=1)[CH3:16])=[CH:26]2, predict the reactants needed to synthesize it. The reactants are: Cl[C:2]1[N:7]=[C:6]([CH:8]2[CH2:10][CH2:9]2)[C:5]([C:11]#[N:12])=[CH:4][N:3]=1.Cl.[NH2:14][C@H:15]([C:17]1[C:18](=[O:28])[NH:19][C:20]2[C:25]([CH:26]=1)=[CH:24][C:23]([Cl:27])=[CH:22][CH:21]=2)[CH3:16].CCN(C(C)C)C(C)C. (2) Given the product [CH3:12][S:13]([C:16]1[CH:17]=[C:18]2[C:22](=[CH:23][CH:24]=1)[N:21]([C:25]1[N:26]=[CH:27][C:28]([O:31][CH:32]3[CH2:37][CH2:36][N:35]([CH2:2][C:3]([N:5]4[CH2:9][CH2:8][CH2:7][CH2:6]4)=[O:4])[CH2:34][CH2:33]3)=[CH:29][CH:30]=1)[CH:20]=[CH:19]2)(=[O:14])=[O:15], predict the reactants needed to synthesize it. The reactants are: Cl[CH2:2][C:3]([N:5]1[CH2:9][CH2:8][CH2:7][CH2:6]1)=[O:4].[I-].[K+].[CH3:12][S:13]([C:16]1[CH:17]=[C:18]2[C:22](=[CH:23][CH:24]=1)[N:21]([C:25]1[CH:30]=[CH:29][C:28]([O:31][CH:32]3[CH2:37][CH2:36][NH:35][CH2:34][CH2:33]3)=[CH:27][N:26]=1)[CH:20]=[CH:19]2)(=[O:15])=[O:14].C(=O)([O-])[O-].[K+].[K+]. (3) Given the product [CH3:21][S:22]([O:17][CH2:16][CH2:15][CH2:14][CH2:13][C:11]1[C:10]([O:18][CH2:19][CH3:20])=[N:9][N:8]([CH2:1][C:2]2[CH:3]=[CH:4][CH:5]=[CH:6][CH:7]=2)[CH:12]=1)(=[O:24])=[O:23], predict the reactants needed to synthesize it. The reactants are: [CH2:1]([N:8]1[CH:12]=[C:11]([CH2:13][CH2:14][CH2:15][CH2:16][OH:17])[C:10]([O:18][CH2:19][CH3:20])=[N:9]1)[C:2]1[CH:7]=[CH:6][CH:5]=[CH:4][CH:3]=1.[CH3:21][S:22](Cl)(=[O:24])=[O:23].C(=O)([O-])O.[Na+]. (4) The reactants are: [NH2:1][C:2]1[N:10]=[CH:9][CH:8]=[CH:7][C:3]=1[C:4]([OH:6])=O.ON1C2C=CC=CC=2N=N1.CCN=C=NCCCN(C)C.[CH3:32][C:33]1[CH:40]=[CH:39][C:36]([CH2:37][NH2:38])=[CH:35][CH:34]=1. Given the product [CH3:32][C:33]1[CH:40]=[CH:39][C:36]([CH2:37][NH:38][C:4](=[O:6])[C:3]2[CH:7]=[CH:8][CH:9]=[N:10][C:2]=2[NH2:1])=[CH:35][CH:34]=1, predict the reactants needed to synthesize it. (5) Given the product [C:10]([CH:9]([C:6]1[CH:7]=[CH:8][C:3]([O:2][CH3:1])=[CH:4][CH:5]=1)[C:12]1([OH:18])[CH2:17][CH2:16][CH2:15][CH2:14][CH2:13]1)#[N:11], predict the reactants needed to synthesize it. The reactants are: [CH3:1][O:2][C:3]1[CH:8]=[CH:7][C:6]([CH2:9][C:10]#[N:11])=[CH:5][CH:4]=1.[C:12]1(=[O:18])[CH2:17][CH2:16][CH2:15][CH2:14][CH2:13]1.N12CCCN=C1CCCCC2.CO. (6) Given the product [NH2:1][C:2]1[CH:11]=[CH:10][C:9]([Cl:13])=[C:8]2[C:3]=1[CH2:4][CH2:5][CH2:6][C:7]2=[O:12], predict the reactants needed to synthesize it. The reactants are: [NH2:1][C:2]1[CH:11]=[CH:10][CH:9]=[C:8]2[C:3]=1[CH2:4][CH2:5][CH2:6][C:7]2=[O:12].[Cl:13]N1C(=O)CCC1=O.O. (7) The reactants are: [H-].[Na+].[Br:3][C:4]1[N:9]=[CH:8][C:7]2[CH:10]=[C:11]([C:13]3[CH:14]=[N:15][N:16]([CH3:18])[CH:17]=3)[NH:12][C:6]=2[CH:5]=1.Br[CH2:20][CH:21]1[CH2:25][CH2:24][CH2:23][CH2:22]1. Given the product [Br:3][C:4]1[N:9]=[CH:8][C:7]2[CH:10]=[C:11]([C:13]3[CH:14]=[N:15][N:16]([CH3:18])[CH:17]=3)[N:12]([CH2:20][CH:21]3[CH2:25][CH2:24][CH2:23][CH2:22]3)[C:6]=2[CH:5]=1, predict the reactants needed to synthesize it. (8) Given the product [NH2:1][C:2]1[N:3]([C:16]2[CH:21]=[CH:20][CH:19]=[C:18]([NH2:22])[CH:17]=2)[N:4]=[C:5]2[C:14]3[CH:13]=[CH:12][CH:11]=[CH:10][C:9]=3[NH:8][C:7](=[O:15])[C:6]=12, predict the reactants needed to synthesize it. The reactants are: [NH2:1][C:2]1[N:3]([C:16]2[CH:21]=[CH:20][CH:19]=[C:18]([N+:22]([O-])=O)[CH:17]=2)[N:4]=[C:5]2[C:14]3[CH:13]=[CH:12][CH:11]=[CH:10][C:9]=3[NH:8][C:7](=[O:15])[C:6]=12.O1CCCC1. (9) The reactants are: [F:1][C:2]([F:15])([F:14])[C:3]1[C:11]([C:12]#[N:13])=[CH:10][CH:9]=[C:8]2[C:4]=1[CH:5]=[CH:6][NH:7]2.C1C(=O)N([Cl:23])C(=O)C1. Given the product [Cl:23][C:5]1[C:4]2[C:8](=[CH:9][CH:10]=[C:11]([C:12]#[N:13])[C:3]=2[C:2]([F:14])([F:1])[F:15])[NH:7][CH:6]=1, predict the reactants needed to synthesize it. (10) Given the product [Br:20][CH2:31][CH:30]([O:33][CH2:34][CH:35]([CH3:37])[CH3:36])[CH2:29][C:26]1[CH:27]=[CH:28][C:23]([Cl:22])=[CH:24][CH:25]=1, predict the reactants needed to synthesize it. The reactants are: C1(P(C2C=CC=CC=2)C2C=CC=CC=2)C=CC=CC=1.[Br:20]Br.[Cl:22][C:23]1[CH:28]=[CH:27][C:26]([CH2:29][CH:30]([O:33][CH2:34][CH:35]([CH3:37])[CH3:36])[CH2:31]O)=[CH:25][CH:24]=1.